From a dataset of Full USPTO retrosynthesis dataset with 1.9M reactions from patents (1976-2016). Predict the reactants needed to synthesize the given product. Given the product [CH:14]1([CH2:13][CH2:12][N:8]2[C:5]3[CH:6]=[CH:7][C:2]([CH3:10])=[CH:3][C:4]=3[C:31]3[CH2:30][N:29]([CH3:28])[CH2:34][CH2:33][C:32]2=3)[CH2:19][CH2:18][CH2:17][CH2:16][CH2:15]1, predict the reactants needed to synthesize it. The reactants are: Cl.[C:2]1([CH3:10])[CH:7]=[CH:6][C:5]([NH:8]N)=[CH:4][CH:3]=1.Br[CH2:12][CH2:13][CH:14]1[CH2:19][CH2:18][CH2:17][CH2:16][CH2:15]1.C(N(CC)CC)C.Cl.[CH3:28][N:29]1[CH2:34][CH2:33][C:32](=O)[CH2:31][CH2:30]1.